This data is from Full USPTO retrosynthesis dataset with 1.9M reactions from patents (1976-2016). The task is: Predict the reactants needed to synthesize the given product. (1) Given the product [C:24]12([C:28]([O:30][CH3:31])=[O:29])[CH2:23][C:22]([C:32]([O:34][CH3:35])=[O:33])([CH2:27][CH2:26][CH2:25]1)[CH2:21][CH2:20][CH2:19]2, predict the reactants needed to synthesize it. The reactants are: C([N-]C(C)C)(C)C.[Li+].CN1C(=O)N(C)CCC1.Cl[CH2:19][CH2:20][CH2:21][C:22]1([C:32]([O:34][CH3:35])=[O:33])[CH2:27][CH2:26][CH2:25][CH:24]([C:28]([O:30][CH3:31])=[O:29])[CH2:23]1. (2) Given the product [C:1]([C:3]1[CH:18]=[CH:17][CH:16]=[CH:15][C:4]=1[O:5][C:6]1[CH:7]=[CH:8][C:9]([C:10]([NH:36][CH2:37][C:38]2[C:39]([OH:46])=[N:40][C:41]([CH3:45])=[CH:42][C:43]=2[CH3:44])=[O:12])=[CH:13][CH:14]=1)#[N:2], predict the reactants needed to synthesize it. The reactants are: [C:1]([C:3]1[CH:18]=[CH:17][CH:16]=[CH:15][C:4]=1[O:5][C:6]1[CH:14]=[CH:13][C:9]([C:10]([OH:12])=O)=[CH:8][CH:7]=1)#[N:2].ON1C2C=CC=CC=2N=N1.C(N(CC)CC)C.[NH2:36][CH2:37][C:38]1[C:39]([OH:46])=[N:40][C:41]([CH3:45])=[CH:42][C:43]=1[CH3:44]. (3) Given the product [CH2:1]([O:4][CH2:5][CH2:6][O:7][CH2:11][C:12]([O:14][CH3:15])=[O:13])[CH:2]=[CH2:3], predict the reactants needed to synthesize it. The reactants are: [CH2:1]([O:4][CH2:5][CH2:6][OH:7])[CH:2]=[CH2:3].[H-].[Na+].Br[CH2:11][C:12]([O:14][CH3:15])=[O:13]. (4) Given the product [O:37]1[CH2:38][CH2:39][N:34]([CH:2]([CH2:25][CH3:26])[CH2:3][CH2:4][CH2:5][N:6]([C@H:17]([CH2:21][CH:22]([CH3:24])[CH3:23])[C:18]([NH2:20])=[O:19])[S:7]([C:10]2[CH:15]=[CH:14][C:13]([Cl:16])=[CH:12][CH:11]=2)(=[O:9])=[O:8])[CH2:35][CH2:36]1, predict the reactants needed to synthesize it. The reactants are: Br[CH:2]([CH2:25][CH3:26])[CH2:3][CH2:4][CH2:5][N:6]([C@H:17]([CH2:21][CH:22]([CH3:24])[CH3:23])[C:18]([NH2:20])=[O:19])[S:7]([C:10]1[CH:15]=[CH:14][C:13]([Cl:16])=[CH:12][CH:11]=1)(=[O:9])=[O:8].CCN(CC)CC.[NH:34]1[CH2:39][CH2:38][O:37][CH2:36][CH2:35]1. (5) Given the product [Cl:1][C:2]1[C:14]2[C:13]3[C:8](=[CH:9][CH:10]=[CH:11][CH:12]=3)[C@@:7]([C:16]([F:18])([F:19])[F:17])([OH:15])[C:6]=2[CH:5]=[C:4]([O:20][CH2:31][CH2:32][C:33]([OH:36])([CH3:35])[CH3:34])[CH:3]=1, predict the reactants needed to synthesize it. The reactants are: [Cl:1][C:2]1[C:14]2[C:13]3[C:8](=[CH:9][CH:10]=[CH:11][CH:12]=3)[C@@:7]([C:16]([F:19])([F:18])[F:17])([OH:15])[C:6]=2[CH:5]=[C:4]([OH:20])[CH:3]=1.C1(C)C=CC(S(O[CH2:31][CH2:32][C:33]([OH:36])([CH3:35])[CH3:34])(=O)=O)=CC=1.C(=O)([O-])[O-].[K+].[K+].O. (6) Given the product [OH:42][C@H:29]([CH2:30][O:31][C:32]1[C:40]2[NH:39][C:38](=[O:41])[NH:37][C:36]=2[CH:35]=[CH:34][CH:33]=1)[CH2:28][NH:27][CH:24]1[CH2:23][CH2:22][N:21]([C:18]2[CH:19]=[CH:20][C:15]([CH:14]=[C:10]3[S:9][C:8]([NH:7][CH2:6][CH2:5][C:4]([OH:43])=[O:3])=[N:12][C:11]3=[O:13])=[CH:16][CH:17]=2)[CH2:26][CH2:25]1, predict the reactants needed to synthesize it. The reactants are: C([O:3][C:4](=[O:43])[CH2:5][CH2:6][NH:7][C:8]1[S:9][C:10](=[CH:14][C:15]2[CH:20]=[CH:19][C:18]([N:21]3[CH2:26][CH2:25][CH:24]([NH:27][CH2:28][C@H:29]([OH:42])[CH2:30][O:31][C:32]4[C:40]5[NH:39][C:38](=[O:41])[NH:37][C:36]=5[CH:35]=[CH:34][CH:33]=4)[CH2:23][CH2:22]3)=[CH:17][CH:16]=2)[C:11](=[O:13])[N:12]=1)C.[OH-].[Na+]. (7) Given the product [NH:1]1[C:2]2[C:3](=[C:4]([O:5][CH2:6][C@@H:7]3[CH2:11][CH2:10][CH2:9][N:8]3[C:12]([O:14][C:15]([CH3:18])([CH3:17])[CH3:16])=[O:13])[CH:19]=[CH:20][CH:21]=2)[CH:22]=[N:41]1, predict the reactants needed to synthesize it. The reactants are: [NH2:1][C:2]1[C:3]([CH3:22])=[C:4]([CH:19]=[CH:20][CH:21]=1)[O:5][CH2:6][C@@H:7]1[CH2:11][CH2:10][CH2:9][N:8]1[C:12]([O:14][C:15]([CH3:18])([CH3:17])[CH3:16])=[O:13].C([O-])(=O)C.[K+].C(OC(=O)C)(=O)C.C(O[N:41]=O)CC(C)C.